Dataset: NCI-60 drug combinations with 297,098 pairs across 59 cell lines. Task: Regression. Given two drug SMILES strings and cell line genomic features, predict the synergy score measuring deviation from expected non-interaction effect. Drug 1: CC(C1=C(C=CC(=C1Cl)F)Cl)OC2=C(N=CC(=C2)C3=CN(N=C3)C4CCNCC4)N. Drug 2: CN(C)N=NC1=C(NC=N1)C(=O)N. Cell line: A498. Synergy scores: CSS=3.51, Synergy_ZIP=-2.17, Synergy_Bliss=-3.21, Synergy_Loewe=-7.39, Synergy_HSA=-4.00.